Dataset: Catalyst prediction with 721,799 reactions and 888 catalyst types from USPTO. Task: Predict which catalyst facilitates the given reaction. (1) Reactant: [Cl-].O[NH3+:3].[C:4](=[O:7])([O-])[OH:5].[Na+].CS(C)=O.[F:13][C:14]1[C:22]2[O:21][C:20]([CH3:24])([CH3:23])[CH2:19][C:18]=2[CH:17]=[C:16]([N:25]2[C:30](=[O:31])[C:29]([CH2:32][C:33]3[CH:38]=[CH:37][C:36]([C:39]4[C:40]([C:45]#[N:46])=[CH:41][CH:42]=[CH:43][CH:44]=4)=[CH:35][CH:34]=3)=[C:28]([CH2:47][CH2:48][CH3:49])[N:27]=[C:26]2[CH3:50])[CH:15]=1. Product: [F:13][C:14]1[C:22]2[O:21][C:20]([CH3:23])([CH3:24])[CH2:19][C:18]=2[CH:17]=[C:16]([N:25]2[C:30](=[O:31])[C:29]([CH2:32][C:33]3[CH:38]=[CH:37][C:36]([C:39]4[CH:44]=[CH:43][CH:42]=[CH:41][C:40]=4[C:45]4[NH:3][C:4](=[O:7])[O:5][N:46]=4)=[CH:35][CH:34]=3)=[C:28]([CH2:47][CH2:48][CH3:49])[N:27]=[C:26]2[CH3:50])[CH:15]=1. The catalyst class is: 69. (2) Reactant: Br[C:2]1[CH:7]=[CH:6][CH:5]=[C:4]([O:8][CH2:9][O:10][CH3:11])[C:3]=1[O:12][CH2:13][CH:14]1[CH2:16][CH2:15]1.CCCCCC.C([Li])CCC.[I:28]I.S([O-])([O-])(=O)=S.[Na+].[Na+]. Product: [CH:14]1([CH2:13][O:12][C:3]2[C:4]([O:8][CH2:9][O:10][CH3:11])=[CH:5][CH:6]=[CH:7][C:2]=2[I:28])[CH2:16][CH2:15]1. The catalyst class is: 27. (3) Reactant: [NH2:1][C:2]1[N:7]=[CH:6][C:5]([C:8]#[N:9])=[CH:4][C:3]=1[Br:10].CCN(C(C)C)C(C)C.[F:20][C:21]([F:32])([F:31])[C:22](O[C:22](=[O:23])[C:21]([F:32])([F:31])[F:20])=[O:23]. Product: [Br:10][C:3]1[C:2]([NH:1][C:22](=[O:23])[C:21]([F:32])([F:31])[F:20])=[N:7][CH:6]=[C:5]([C:8]#[N:9])[CH:4]=1. The catalyst class is: 2. (4) Reactant: CCOC(/N=N/C(OCC)=O)=O.[OH:13][C:14]1[CH:21]=[CH:20][C:17]([CH:18]=[O:19])=[CH:16][CH:15]=1.[CH:22]1(O)[CH2:26][CH2:25][CH2:24][CH2:23]1.C1(P(C2C=CC=CC=2)C2C=CC=CC=2)C=CC=CC=1. Product: [CH:22]1([O:13][C:14]2[CH:21]=[CH:20][C:17]([CH:18]=[O:19])=[CH:16][CH:15]=2)[CH2:26][CH2:25][CH2:24][CH2:23]1. The catalyst class is: 7. (5) Reactant: [NH2:1][C:2]1[C:3]([CH3:19])=[C:4]([NH:9][C:10](=[O:18])[CH2:11][CH2:12][CH:13]2[CH2:17][CH2:16][CH2:15][CH2:14]2)[C:5]([CH3:8])=[CH:6][CH:7]=1.[F:20][C:21]1[CH:28]=[CH:27][C:24]([CH:25]=O)=[CH:23][CH:22]=1.[BH4-].[Na+].CO. Product: [CH:13]1([CH2:12][CH2:11][C:10]([NH:9][C:4]2[C:5]([CH3:8])=[CH:6][CH:7]=[C:2]([NH:1][CH2:25][C:24]3[CH:27]=[CH:28][C:21]([F:20])=[CH:22][CH:23]=3)[C:3]=2[CH3:19])=[O:18])[CH2:14][CH2:15][CH2:16][CH2:17]1. The catalyst class is: 1.